Dataset: Catalyst prediction with 721,799 reactions and 888 catalyst types from USPTO. Task: Predict which catalyst facilitates the given reaction. Reactant: O[C:2]1[CH:3]=[C:4]2[C:9](=[CH:10][CH:11]=1)[CH:8]=[C:7]([C:12](=[O:14])[CH3:13])[CH:6]=[CH:5]2.[Na].[H][H].[CH2:18]([NH:20][CH2:21][CH2:22][OH:23])[CH3:19].O. Product: [CH2:18]([N:20]([CH2:21][CH2:22][OH:23])[C:2]1[CH:3]=[C:4]2[C:9](=[CH:10][CH:11]=1)[CH:8]=[C:7]([C:12](=[O:14])[CH3:13])[CH:6]=[CH:5]2)[CH3:19]. The catalyst class is: 13.